From a dataset of CYP2C19 inhibition data for predicting drug metabolism from PubChem BioAssay. Regression/Classification. Given a drug SMILES string, predict its absorption, distribution, metabolism, or excretion properties. Task type varies by dataset: regression for continuous measurements (e.g., permeability, clearance, half-life) or binary classification for categorical outcomes (e.g., BBB penetration, CYP inhibition). Dataset: cyp2c19_veith. (1) The compound is COc1ccc(-n2c(=O)c(-c3cccs3)nc3cnc(Oc4ccccc4)nc32)cc1. The result is 0 (non-inhibitor). (2) The molecule is COc1ccc(C2NC(=S)NC3=C2CCc2cc(OC)ccc23)cc1. The result is 1 (inhibitor). (3) The result is 0 (non-inhibitor). The drug is CC(=O)c1ccc2c(c1)N(CCCN1CCC(CCO)CC1)c1ccccc1S2. (4) The drug is COc1cccc(C2=CC(c3ccccc3)n3nnnc3N2)c1. The result is 1 (inhibitor). (5) The result is 1 (inhibitor). The compound is COc1ccc(/C=N/n2c(-c3cccs3)n[nH]c2=S)cc1. (6) The compound is CN(C)[C@H]1C(=O)C(C(=O)NCN2CCCC2)=C(O)[C@]2(O)C(=O)C3=C(O)c4c(O)cccc4[C@](C)(O)[C@H]3C[C@H]12. The result is 0 (non-inhibitor). (7) The compound is CCOc1ccc(N2C(=O)c3cccnc3C2=O)cc1. The result is 0 (non-inhibitor). (8) The drug is CCOC(=O)CC(NC(=O)c1ccco1)c1ccc(OC)cc1. The result is 1 (inhibitor).